This data is from Forward reaction prediction with 1.9M reactions from USPTO patents (1976-2016). The task is: Predict the product of the given reaction. Given the reactants [CH2:1]([O:5][CH2:6][CH2:7][O:8][C:9]1[CH:14]=[CH:13][C:12]([C:15]2[CH:20]=[CH:19][C:18]([N:21]3[CH2:25][CH:24]([CH3:26])[CH:23]([CH3:27])[CH2:22]3)=[C:17](/[CH:28]=[C:29](\[CH3:35])/[C:30]([O:32]CC)=[O:31])[CH:16]=2)=[CH:11][CH:10]=1)[CH2:2][CH2:3][CH3:4].[OH-].[Na+].O.Cl, predict the reaction product. The product is: [CH2:1]([O:5][CH2:6][CH2:7][O:8][C:9]1[CH:10]=[CH:11][C:12]([C:15]2[CH:20]=[CH:19][C:18]([N:21]3[CH2:25][CH:24]([CH3:26])[CH:23]([CH3:27])[CH2:22]3)=[C:17](/[CH:28]=[C:29](\[CH3:35])/[C:30]([OH:32])=[O:31])[CH:16]=2)=[CH:13][CH:14]=1)[CH2:2][CH2:3][CH3:4].